This data is from Catalyst prediction with 721,799 reactions and 888 catalyst types from USPTO. The task is: Predict which catalyst facilitates the given reaction. (1) Reactant: [I-].[CH3:2][S+](C)(C)=O.[H-].[Na+].[C:9]([N:16]1[CH2:21][CH2:20][C:19](=[O:22])[CH2:18][CH2:17]1)([O:11][C:12]([CH3:15])([CH3:14])[CH3:13])=[O:10]. Product: [O:22]1[C:19]2([CH2:20][CH2:21][N:16]([C:9]([O:11][C:12]([CH3:15])([CH3:14])[CH3:13])=[O:10])[CH2:17][CH2:18]2)[CH2:2]1. The catalyst class is: 3. (2) Reactant: Cl[C:2]1[N:11]=[C:10]([C:12]2[CH:17]=[CH:16][CH:15]=[CH:14][CH:13]=2)[C:9]2[C:4](=[CH:5][CH:6]=[CH:7][CH:8]=2)[N:3]=1.[CH3:18][N:19]1[CH2:24][CH2:23][NH:22][CH2:21][CH2:20]1. Product: [CH3:18][N:19]1[CH2:24][CH2:23][N:22]([C:2]2[N:11]=[C:10]([C:12]3[CH:17]=[CH:16][CH:15]=[CH:14][CH:13]=3)[C:9]3[C:4](=[CH:5][CH:6]=[CH:7][CH:8]=3)[N:3]=2)[CH2:21][CH2:20]1. The catalyst class is: 6. (3) Reactant: [Cl:1][C:2]1[CH:12]=[CH:11][CH:10]=[C:9]([F:13])[C:3]=1[C:4]([N:6]=[C:7]=[O:8])=[O:5].[CH3:14][O:15][C:16]1[CH:21]=[CH:20][C:19]([NH:22][NH:23][C:24]([O:26][C:27]([CH3:30])([CH3:29])[CH3:28])=[O:25])=[CH:18][C:17]=1[C:31]([O:33][CH3:34])=[O:32]. Product: [Cl:1][C:2]1[CH:12]=[CH:11][CH:10]=[C:9]([F:13])[C:3]=1[C:4]([NH:6][C:7]([N:22]([C:19]1[CH:20]=[CH:21][C:16]([O:15][CH3:14])=[C:17]([C:31]([O:33][CH3:34])=[O:32])[CH:18]=1)[NH:23][C:24]([O:26][C:27]([CH3:30])([CH3:29])[CH3:28])=[O:25])=[O:8])=[O:5]. The catalyst class is: 2. (4) Reactant: [I-:1].[I-].[I-].[C:4]([N:7]1[CH2:12][CH2:11][N:10]([C:13]2[CH:14]=[C:15]([CH3:28])[C:16]3[C:25]([CH:26]=2)=[S+:24][C:23]2[C:18](=[C:19]([CH3:27])[CH:20]=[CH:21][CH:22]=2)[N:17]=3)[CH2:9][CH2:8]1)(=[O:6])[CH3:5].[C:29]([N:32]1[CH2:37][CH2:36][N:35](C2C=C(C)C3C(C=2)=[S+]C2C(=C(C)C=CC=2)N=3)[CH2:34][CH2:33]1)(=[O:31])[CH3:30].C(N1CCN(C2C=C(C)C3C(C=2)=[S+]C2C(=C(C)C=CC=2)N=3)CC1)(=O)C.C(N1CCNCC1)(=O)C. Product: [I-:1].[C:29]([N:32]1[CH2:37][CH2:36][N:35]([C:21]2[CH:20]=[C:19]([CH3:27])[C:18]3[C:23]([CH:22]=2)=[S+:24][C:25]2[C:16](=[C:15]([CH3:28])[CH:14]=[C:13]([N:10]4[CH2:9][CH2:8][N:7]([C:4](=[O:6])[CH3:5])[CH2:12][CH2:11]4)[CH:26]=2)[N:17]=3)[CH2:34][CH2:33]1)(=[O:31])[CH3:30]. The catalyst class is: 5.